From a dataset of Peptide-MHC class I binding affinity with 185,985 pairs from IEDB/IMGT. Regression. Given a peptide amino acid sequence and an MHC pseudo amino acid sequence, predict their binding affinity value. This is MHC class I binding data. (1) The peptide sequence is RVAAVKAPR. The MHC is HLA-A03:01 with pseudo-sequence HLA-A03:01. The binding affinity (normalized) is 0.646. (2) The peptide sequence is EMVDELVTR. The MHC is HLA-A68:01 with pseudo-sequence HLA-A68:01. The binding affinity (normalized) is 0.914.